From a dataset of Experimentally validated miRNA-target interactions with 360,000+ pairs, plus equal number of negative samples. Binary Classification. Given a miRNA mature sequence and a target amino acid sequence, predict their likelihood of interaction. (1) The miRNA is mmu-miR-669b-5p with sequence AGUUUUGUGUGCAUGUGCAUGU. The protein sequence of the target gene is MTAMEGASGSSFGIDTILSGAGSGSPGMMNGDFRSLGEARTTDFRSQATPSPCSEIDTVGTAPSSPISVTLEPPEPHLVTDGPQHHHHLHHSQQPPPPSAVPAQSLQPSPQQQPPPQPQSAAQQLGSAAAAPRTSTSSFLIKDILGDSKPLAACAPYSTSVSSPHHTPKQESNAAHESFRPKLEQEDGKTKLDKREDPQSDIKCHGTKEEGDREITSSRESPPVRAKKPRKARTAFSDHQLNQLERSFERQKYLSVQDRMDLAAALNLTDTQVKTWYQNRRTKWKRQTAVGLELLAEAGN.... Result: 1 (interaction). (2) Result: 1 (interaction). The miRNA is hsa-miR-136-5p with sequence ACUCCAUUUGUUUUGAUGAUGGA. The protein sequence of the target gene is MGRVGYWTLLVLPALLVWRGPAPSAAAEKGPPALNIAVMLGHSHDVTERELRTLWGPEQAAGLPLDVNVVALLMNRTDPKSLITHVCDLMSGARIHGLVFGDDTDQEAVAQMLDFISSHTFVPILGIHGGASMIMADKDPTSTFFQFGASIQQQATVMLKIMQDYDWHVFSLVTTIFPGYREFISFVKTTVDNSFVGWDMQNVITLDTSFEDAKTQVQLKKIHSSVILLYCSKDEAVLILSEARSLGLTGYDFFWIVPSLVSGNTELIPKEFPSGLISVSYDDWDYSLEARVRDGIGILT....